This data is from Catalyst prediction with 721,799 reactions and 888 catalyst types from USPTO. The task is: Predict which catalyst facilitates the given reaction. (1) Reactant: [N+:1]([C:4]1[CH:12]=[CH:11][C:10](Cl)=[CH:9][C:5]=1[C:6]([OH:8])=[O:7])([O-:3])=[O:2].[CH2:14]([N:21]1[CH2:26][CH2:25][NH:24][CH2:23][CH2:22]1)[C:15]1[CH:20]=[CH:19][CH:18]=[CH:17][CH:16]=1. Product: [N+:1]([C:4]1[CH:12]=[CH:11][C:10]([N:24]2[CH2:25][CH2:26][N:21]([CH2:14][C:15]3[CH:16]=[CH:17][CH:18]=[CH:19][CH:20]=3)[CH2:22][CH2:23]2)=[CH:9][C:5]=1[C:6]([OH:8])=[O:7])([O-:3])=[O:2]. The catalyst class is: 13. (2) Reactant: [Cl:1][C:2]1[S:3][C:4]([C:8]([OH:10])=O)=[C:5]([CH3:7])[N:6]=1.O1CCCC1.C(Cl)(=O)C(Cl)=O.[NH2:22][C:23]1[CH:24]=[C:25]([CH:42]=[CH:43][C:44]=1[F:45])[O:26][C:27]1[CH:28]=[CH:29][C:30]2[N:31]([CH:33]=[C:34]([NH:36][C:37]([CH:39]3[CH2:41][CH2:40]3)=[O:38])[N:35]=2)[N:32]=1. Product: [Cl:1][C:2]1[S:3][C:4]([C:8]([NH:22][C:23]2[CH:24]=[C:25]([O:26][C:27]3[CH:28]=[CH:29][C:30]4[N:31]([CH:33]=[C:34]([NH:36][C:37]([CH:39]5[CH2:41][CH2:40]5)=[O:38])[N:35]=4)[N:32]=3)[CH:42]=[CH:43][C:44]=2[F:45])=[O:10])=[C:5]([CH3:7])[N:6]=1. The catalyst class is: 402. (3) Reactant: [CH3:1][C:2]([CH3:29])([CH3:28])[C@H:3]([N:11]1[CH2:15][CH2:14][N:13]([CH2:16][C:17]2[N:21]([CH3:22])[C:20]3[CH:23]=[CH:24][CH:25]=[CH:26][C:19]=3[N:18]=2)[C:12]1=[O:27])[C:4]([O:6]C(C)(C)C)=[O:5].O.[OH-].[Li+]. Product: [CH3:1][C:2]([CH3:29])([CH3:28])[C@H:3]([N:11]1[CH2:15][CH2:14][N:13]([CH2:16][C:17]2[N:21]([CH3:22])[C:20]3[CH:23]=[CH:24][CH:25]=[CH:26][C:19]=3[N:18]=2)[C:12]1=[O:27])[C:4]([OH:6])=[O:5]. The catalyst class is: 20. (4) Reactant: [I:1][C:2]1[CH:7]=[CH:6][C:5]([OH:8])=[CH:4][CH:3]=1.C([O-])([O-])=O.[K+].[K+].[Na+].[I-].Cl[CH2:18][C:19]1([CH3:22])[CH2:21][O:20]1. Product: [I:1][C:2]1[CH:7]=[CH:6][C:5]([O:8][CH2:18][C:19]2([CH3:22])[CH2:21][O:20]2)=[CH:4][CH:3]=1. The catalyst class is: 3. (5) Reactant: C(O[C:4]([CH:6]1[CH2:16][C:15](=[O:17])[C:9]2[N:10]=[C:11]([CH3:14])[N:12]([CH3:13])[C:8]=2[CH2:7]1)=[O:5])C.[CH3:18][NH2:19]. Product: [CH3:18][NH:19][C:4]([CH:6]1[CH2:16][C:15](=[O:17])[C:9]2[N:10]=[C:11]([CH3:14])[N:12]([CH3:13])[C:8]=2[CH2:7]1)=[O:5]. The catalyst class is: 6. (6) Reactant: [CH:1]1([C:4]([NH:6][C:7]2[CH:8]=[CH:9][C:10]([O:22][CH3:23])=[C:11]([C:13]3[CH:18]=[CH:17][C:16]([C:19](O)=[O:20])=[CH:15][CH:14]=3)[CH:12]=2)=[O:5])[CH2:3][CH2:2]1.[O:24]=[S:25]1(=[O:39])[CH2:30][CH2:29][N:28]([CH2:31][C:32]2[CH:37]=[CH:36][C:35]([NH2:38])=[CH:34][CH:33]=2)[CH2:27][CH2:26]1.CN1CCOCC1.ON1C2C=CC=CC=2N=N1.Cl.CN(CCCN=C=N)C. Product: [O:39]=[S:25]1(=[O:24])[CH2:26][CH2:27][N:28]([CH2:31][C:32]2[CH:37]=[CH:36][C:35]([NH:38][C:19]([C:16]3[CH:15]=[CH:14][C:13]([C:11]4[CH:12]=[C:7]([NH:6][C:4]([CH:1]5[CH2:2][CH2:3]5)=[O:5])[CH:8]=[CH:9][C:10]=4[O:22][CH3:23])=[CH:18][CH:17]=3)=[O:20])=[CH:34][CH:33]=2)[CH2:29][CH2:30]1. The catalyst class is: 18. (7) Reactant: [C:1](O)(=O)[CH3:2].[CH:5](=O)[CH3:6].Cl.[CH2:9]([O:11][C:12](=[O:23])[CH:13]([CH2:15][C:16]1[CH:21]=[CH:20][C:19]([OH:22])=[CH:18][CH:17]=1)[NH2:14])[CH3:10].C([BH3-])#N.[Na+]. Product: [CH2:5]([N:14]([CH:13]([CH2:15][C:16]1[CH:17]=[CH:18][C:19]([OH:22])=[CH:20][CH:21]=1)[C:12]([O:11][CH2:9][CH3:10])=[O:23])[CH2:1][CH3:2])[CH3:6]. The catalyst class is: 5.